From a dataset of Peptide-MHC class I binding affinity with 185,985 pairs from IEDB/IMGT. Regression. Given a peptide amino acid sequence and an MHC pseudo amino acid sequence, predict their binding affinity value. This is MHC class I binding data. (1) The peptide sequence is LQGRGPLKLF. The MHC is HLA-B15:01 with pseudo-sequence HLA-B15:01. The binding affinity (normalized) is 0.546. (2) The MHC is HLA-B07:02 with pseudo-sequence HLA-B07:02. The peptide sequence is LATLKDMWK. The binding affinity (normalized) is 0.0847. (3) The peptide sequence is RYDDGQSIY. The MHC is HLA-A01:01 with pseudo-sequence HLA-A01:01. The binding affinity (normalized) is 0.0859.